From a dataset of Reaction yield outcomes from USPTO patents with 853,638 reactions. Predict the reaction yield, written as a fraction of the theoretical maximum amount of product (1.0 means a 100% yield; for example, 0.34 means a 34% yield). (1) The reactants are C(OC([N:8]1[CH2:13][CH2:12][CH:11]([C:14]2[C:22]3[S:21][C:20]([NH:23][C:24]([C:26]4[CH:31]=[CH:30][N:29]=[C:28]([N:32]5[CH2:37][CH2:36][O:35][CH2:34][CH2:33]5)[CH:27]=4)=[O:25])=[N:19][C:18]=3[C:17]([O:38][CH3:39])=[CH:16][CH:15]=2)[CH2:10][CH2:9]1)=O)(C)(C)C. The yield is 0.710. The catalyst is Cl.CO. The product is [CH3:39][O:38][C:17]1[C:18]2[N:19]=[C:20]([NH:23][C:24](=[O:25])[C:26]3[CH:31]=[CH:30][N:29]=[C:28]([N:32]4[CH2:33][CH2:34][O:35][CH2:36][CH2:37]4)[CH:27]=3)[S:21][C:22]=2[C:14]([CH:11]2[CH2:12][CH2:13][NH:8][CH2:9][CH2:10]2)=[CH:15][CH:16]=1. (2) The yield is 0.160. The product is [CH3:17][O:16][C:14]([C:10]1[CH:9]=[C:8]([C:4]2[CH:5]=[CH:6][CH:7]=[C:2]([NH:1][CH2:19][CH2:20][NH:21][C:22]([O:23][C:24]([CH3:27])([CH3:26])[CH3:25])=[O:28])[CH:3]=2)[CH:13]=[CH:12][CH:11]=1)=[O:15]. The catalyst is CN(C=O)C. The reactants are [NH2:1][C:2]1[CH:3]=[C:4]([C:8]2[CH:13]=[CH:12][CH:11]=[C:10]([C:14]([O:16][CH3:17])=[O:15])[CH:9]=2)[CH:5]=[CH:6][CH:7]=1.Br[CH2:19][CH2:20][NH:21][C:22](=[O:28])[O:23][C:24]([CH3:27])([CH3:26])[CH3:25]. (3) The reactants are [OH:1][CH2:2][C:3]1[CH:12]=[CH:11][C:6]([C:7]([O:9]C)=[O:8])=[CH:5][N:4]=1.[H-].[Na+].FC(F)(F)S(O[CH2:21][C:22]([F:25])([F:24])[F:23])(=O)=O.O.[OH-].[Li+]. The catalyst is O1CCCC1.O. The product is [F:23][C:22]([F:25])([F:24])[CH2:21][O:1][CH2:2][C:3]1[CH:12]=[CH:11][C:6]([C:7]([OH:9])=[O:8])=[CH:5][N:4]=1. The yield is 0.240. (4) The yield is 0.600. The reactants are C[Mg]Br.[CH3:4]COCC.[CH3:9][C:10]1[CH:19]=[CH:18][C:17]2[C:12](=[CH:13][CH:14]=[CH:15][C:16]=2[N:20]2[CH2:25][CH2:24][N:23]([CH2:26][CH2:27][C:28]([C:30]3[CH:31]=[CH:32][C:33]4[O:38][CH2:37][C:36](=[O:39])[NH:35][C:34]=4[CH:40]=3)=[O:29])[CH2:22][CH2:21]2)[N:11]=1. The catalyst is C1COCC1. The product is [OH:29][C:28]([C:30]1[CH:31]=[CH:32][C:33]2[O:38][CH2:37][C:36](=[O:39])[NH:35][C:34]=2[CH:40]=1)([CH3:4])[CH2:27][CH2:26][N:23]1[CH2:22][CH2:21][N:20]([C:16]2[CH:15]=[CH:14][CH:13]=[C:12]3[C:17]=2[CH:18]=[CH:19][C:10]([CH3:9])=[N:11]3)[CH2:25][CH2:24]1. (5) The reactants are [CH3:1][O:2][C:3]([C:5]1([C:8]2[CH:13]=[CH:12][C:11]([OH:14])=[C:10]([NH2:15])[CH:9]=2)[CH2:7][CH2:6]1)=[O:4].Cl[C:17](Cl)([O:19]C(=O)OC(Cl)(Cl)Cl)Cl.O. The catalyst is C1COCC1. The product is [CH3:1][O:2][C:3]([C:5]1([C:8]2[CH:13]=[CH:12][C:11]3[O:14][C:17](=[O:19])[NH:15][C:10]=3[CH:9]=2)[CH2:7][CH2:6]1)=[O:4]. The yield is 0.910. (6) The reactants are [O:1]([C:8]1[CH:9]=[C:10]([NH:14][CH2:15][C:16]2[CH:17]=[C:18]([CH:23]=[CH:24][CH:25]=2)[C:19]([O:21][CH3:22])=[O:20])[CH:11]=[CH:12][CH:13]=1)[C:2]1[CH:7]=[CH:6][CH:5]=[CH:4][CH:3]=1.[F:26][C:27]([F:32])([F:31])[CH:28]1[O:30][CH2:29]1.FC(F)(F)S([O-])(=O)=O.[Yb+3].FC(F)(F)S([O-])(=O)=O.FC(F)(F)S([O-])(=O)=O. The catalyst is C(#N)C.O.C(Cl)Cl. The product is [O:1]([C:8]1[CH:9]=[C:10]([N:14]([CH2:15][C:16]2[CH:17]=[C:18]([CH:23]=[CH:24][CH:25]=2)[C:19]([O:21][CH3:22])=[O:20])[CH2:29][CH:28]([OH:30])[C:27]([F:32])([F:31])[F:26])[CH:11]=[CH:12][CH:13]=1)[C:2]1[CH:7]=[CH:6][CH:5]=[CH:4][CH:3]=1. The yield is 0.960.